This data is from Reaction yield outcomes from USPTO patents with 853,638 reactions. The task is: Predict the reaction yield, written as a fraction of the theoretical maximum amount of product (1.0 means a 100% yield; for example, 0.34 means a 34% yield). (1) The reactants are Cl[C:2]1[CH:3]=[C:4]([C:17]2[N:22]=[C:21]([CH3:23])[N:20]=[C:19]([N:24]([CH2:34][C:35]3[CH:40]=[CH:39][C:38]([O:41][CH3:42])=[CH:37][CH:36]=3)[CH2:25][C:26]3[CH:31]=[CH:30][C:29]([O:32][CH3:33])=[CH:28][CH:27]=3)[N:18]=2)[C:5]([NH:8][C:9]2[CH:10]=[N:11][C:12]([O:15][CH3:16])=[CH:13][CH:14]=2)=[N:6][CH:7]=1.C1(P(C2CCCCC2)C2C=CC=CC=2C2C(C(C)C)=CC(C(C)C)=CC=2C(C)C)CCCCC1.C([Sn](CCCC)(CCCC)[C:82]1[CH:87]=[CH:86][N:85]=[N:84][CH:83]=1)CCC. The catalyst is C1C=CC(/C=C/C(/C=C/C2C=CC=CC=2)=O)=CC=1.C1C=CC(/C=C/C(/C=C/C2C=CC=CC=2)=O)=CC=1.C1C=CC(/C=C/C(/C=C/C2C=CC=CC=2)=O)=CC=1.[Pd].[Pd]. The product is [CH3:33][O:32][C:29]1[CH:30]=[CH:31][C:26]([CH2:25][N:24]([CH2:34][C:35]2[CH:40]=[CH:39][C:38]([O:41][CH3:42])=[CH:37][CH:36]=2)[C:19]2[N:18]=[C:17]([C:4]3[C:5]([NH:8][C:9]4[CH:10]=[N:11][C:12]([O:15][CH3:16])=[CH:13][CH:14]=4)=[N:6][CH:7]=[C:2]([C:82]4[CH:87]=[CH:86][N:85]=[N:84][CH:83]=4)[CH:3]=3)[N:22]=[C:21]([CH3:23])[N:20]=2)=[CH:27][CH:28]=1. The yield is 0.770. (2) The reactants are [NH2:1][OH:2].C(O[C:6](=O)[CH2:7][CH2:8][CH2:9][CH2:10][N:11]1[C@H:16]([C:17]2[C:22]([CH3:23])=[CH:21][CH:20]=[CH:19][N:18]=2)[CH2:15][CH2:14][CH2:13][C@@H:12]1[C:24]1[C:29]([CH3:30])=[CH:28][CH:27]=[CH:26][N:25]=1)C.[CH3:32][OH:33]. No catalyst specified. The product is [OH:2][NH:1][C:32](=[O:33])[CH2:6][CH2:7][CH2:8][CH2:9][CH2:10][N:11]1[C@H:16]([C:17]2[C:22]([CH3:23])=[CH:21][CH:20]=[CH:19][N:18]=2)[CH2:15][CH2:14][CH2:13][C@@H:12]1[C:24]1[C:29]([CH3:30])=[CH:28][CH:27]=[CH:26][N:25]=1. The yield is 0.600.